This data is from Peptide-MHC class I binding affinity with 185,985 pairs from IEDB/IMGT. The task is: Regression. Given a peptide amino acid sequence and an MHC pseudo amino acid sequence, predict their binding affinity value. This is MHC class I binding data. The peptide sequence is QKEGVFHTMW. The MHC is HLA-B44:03 with pseudo-sequence HLA-B44:03. The binding affinity (normalized) is 0.444.